This data is from Reaction yield outcomes from USPTO patents with 853,638 reactions. The task is: Predict the reaction yield, written as a fraction of the theoretical maximum amount of product (1.0 means a 100% yield; for example, 0.34 means a 34% yield). (1) The reactants are [CH2:1]([C:3]1[NH:4]C(O)=[C:6]([F:10])[C:7](=O)[N:8]=1)[CH3:2].O=P(Cl)(Cl)[Cl:14].[CH2:17]([Cl:19])Cl. No catalyst specified. The product is [Cl:14][C:7]1[C:6]([F:10])=[C:17]([Cl:19])[N:4]=[C:3]([CH2:1][CH3:2])[N:8]=1. The yield is 0.850. (2) The product is [OH:30][C:27]1[CH:28]=[CH:29][C:24]([C:2]2[CH:11]=[C:10]3[C:5]([C:6]([C:12]([O:14][CH3:15])=[O:13])=[CH:7][CH:8]=[N:9]3)=[CH:4][CH:3]=2)=[CH:25][CH:26]=1. The catalyst is O1CCOCC1.C([O-])(=O)C.[Pd+2].C([O-])(=O)C.CCOC(C)=O. The yield is 0.550. The reactants are Br[C:2]1[CH:11]=[C:10]2[C:5]([C:6]([C:12]([O:14][CH3:15])=[O:13])=[CH:7][CH:8]=[N:9]2)=[CH:4][CH:3]=1.CC1(C)C(C)(C)OB([C:24]2[CH:29]=[CH:28][C:27]([OH:30])=[CH:26][CH:25]=2)O1.C1(P(C2C=CC=CC=2)C2C=CC=CC=2)C=CC=CC=1.[O-]P([O-])([O-])=O.[K+].[K+].[K+].O. (3) The reactants are C([O:3][C:4](=O)[C:5]1[CH:10]=[C:9]([O:11][CH2:12][CH3:13])[C:8]([Cl:14])=[C:7]([O:15][CH2:16][CH3:17])[CH:6]=1)C.[H-].C([Al+]CC(C)C)C(C)C. The catalyst is ClCCl. The product is [Cl:14][C:8]1[C:9]([O:11][CH2:12][CH3:13])=[CH:10][C:5]([CH2:4][OH:3])=[CH:6][C:7]=1[O:15][CH2:16][CH3:17]. The yield is 0.950. (4) The reactants are [I:1][C:2]1[CH:3]=[N:4][N:5]([C:7]([O:9]C2C=CC=CC=2)=O)[CH:6]=1.[ClH:16].Cl.[NH2:18][C@@H:19]1[CH:24]2[CH2:25][CH2:26][N:21]([CH2:22][CH2:23]2)[CH2:20]1.CCN(C(C)C)C(C)C. The catalyst is CN(C=O)C. The product is [ClH:16].[N:21]12[CH2:26][CH2:25][CH:24]([CH2:23][CH2:22]1)[C@@H:19]([NH:18][C:7]([N:5]1[CH:6]=[C:2]([I:1])[CH:3]=[N:4]1)=[O:9])[CH2:20]2. The yield is 0.930.